This data is from Forward reaction prediction with 1.9M reactions from USPTO patents (1976-2016). The task is: Predict the product of the given reaction. Given the reactants Cl[C:2]1[N:7]=[CH:6][C:5]([S:8]([C:11]2[S:15][C:14]([CH2:16][N:17]([CH3:25])[C:18](=[O:24])[O:19][C:20]([CH3:23])([CH3:22])[CH3:21])=[N:13][C:12]=2[C:26]2[CH:31]=[CH:30][CH:29]=[CH:28][C:27]=2[F:32])(=[O:10])=[O:9])=[CH:4][CH:3]=1.C(O)C, predict the reaction product. The product is: [F:32][C:27]1[CH:28]=[CH:29][CH:30]=[CH:31][C:26]=1[C:12]1[N:13]=[C:14]([CH2:16][N:17]([CH3:25])[C:18](=[O:24])[O:19][C:20]([CH3:21])([CH3:22])[CH3:23])[S:15][C:11]=1[S:8]([C:5]1[CH:6]=[N:7][CH:2]=[CH:3][CH:4]=1)(=[O:9])=[O:10].